Dataset: Reaction yield outcomes from USPTO patents with 853,638 reactions. Task: Predict the reaction yield, written as a fraction of the theoretical maximum amount of product (1.0 means a 100% yield; for example, 0.34 means a 34% yield). (1) The reactants are [NH2:1][C:2]1[CH:9]=[CH:8][CH:7]=[CH:6][C:3]=1[CH:4]=[O:5].C(N(CC)CC)C.[C:17](Cl)(=[O:20])[CH2:18][CH3:19]. The catalyst is ClCCl. The product is [CH:4]([C:3]1[CH:6]=[CH:7][CH:8]=[CH:9][C:2]=1[NH:1][C:17](=[O:20])[CH2:18][CH3:19])=[O:5]. The yield is 0.930. (2) The reactants are Cl.[CH3:2][NH:3][O:4][CH3:5].[Cl:6][C:7]1[C:8]([CH2:17][N:18]2[C:22]([C:23]([OH:25])=O)=[CH:21][C:20]([O:26][CH:27]([CH3:29])[CH3:28])=[N:19]2)=[N:9][CH:10]=[C:11]([C:13]([F:16])([F:15])[F:14])[CH:12]=1.Cl.C(N=C=NCCCN(C)C)C.O.ON1C2C=CC=CC=2N=N1. The catalyst is O.CN(C)C=O.C(N(CC)CC)C. The product is [Cl:6][C:7]1[C:8]([CH2:17][N:18]2[C:22]([C:23]([N:3]([O:4][CH3:5])[CH3:2])=[O:25])=[CH:21][C:20]([O:26][CH:27]([CH3:28])[CH3:29])=[N:19]2)=[N:9][CH:10]=[C:11]([C:13]([F:16])([F:14])[F:15])[CH:12]=1. The yield is 0.770.